This data is from Full USPTO retrosynthesis dataset with 1.9M reactions from patents (1976-2016). The task is: Predict the reactants needed to synthesize the given product. (1) Given the product [Br:1][C:2]1[CH:11]=[C:10]2[C:5]([CH:6]=[CH:7][N:8]([CH2:18][C:19]3[CH:24]=[CH:23][C:22]([C:25]#[N:35])=[CH:21][CH:20]=3)[C:9]2=[O:12])=[CH:4][CH:3]=1, predict the reactants needed to synthesize it. The reactants are: [Br:1][C:2]1[CH:11]=[C:10]2[C:5]([CH:6]=[CH:7][N:8]=[C:9]2[OH:12])=[CH:4][CH:3]=1.C(O[C:18](=O)[C:19]1[CH:24]=[CH:23][C:22]([CH2:25]Br)=[CH:21][CH:20]=1)(C)(C)C.C(=O)([O-])[O-].[Cs+].[Cs+].C[N:35](C)C=O. (2) Given the product [CH2:1]([NH:8][C:9]([C:10]1[CH:15]=[CH:14][C:13]([NH:16][NH:17][CH:21]=[C:22]([C:27]2[CH:32]=[CH:31][CH:30]=[CH:29][N:28]=2)[C:23]([O:25][CH3:26])=[O:24])=[CH:34][CH:11]=1)=[O:18])[C:2]1[CH:7]=[CH:6][CH:5]=[CH:4][CH:3]=1, predict the reactants needed to synthesize it. The reactants are: [CH2:1]([NH:8][C:9](=[O:18])[C:10]1[CH:15]=[CH:14][C:13]([NH:16][NH2:17])=N[CH:11]=1)[C:2]1[CH:7]=[CH:6][CH:5]=[CH:4][CH:3]=1.CN(C)[CH:21]=[C:22]([C:27]1[CH:32]=[CH:31][CH:30]=[CH:29][N:28]=1)[C:23]([O:25][CH3:26])=[O:24].[C:34](O)(C(F)(F)F)=O.